Dataset: Full USPTO retrosynthesis dataset with 1.9M reactions from patents (1976-2016). Task: Predict the reactants needed to synthesize the given product. (1) The reactants are: [CH3:1][C:2]1[CH:11]=[C:10]([CH3:12])[CH:9]=[C:8]2[C:3]=1[CH2:4][CH2:5][C:6](B(O)O)=[CH:7]2.[Cl:16][C:17]1[CH:18]=[C:19]([CH2:23][N:24]2[CH:28]=[CH:27][N:26]=[C:25]2[CH3:29])[N:20]=[N:21][CH:22]=1. Given the product [ClH:16].[CH3:1][C:2]1[CH:11]=[C:10]([CH3:12])[CH:9]=[C:8]2[C:3]=1[CH2:4][CH2:5][C:6]([C:17]1[CH:18]=[C:19]([CH2:23][N:24]3[CH:28]=[CH:27][N:26]=[C:25]3[CH3:29])[N:20]=[N:21][CH:22]=1)=[CH:7]2, predict the reactants needed to synthesize it. (2) Given the product [CH3:1][C@H:2]1[CH2:7][CH2:6][CH2:5][N:4]([CH2:27][C:22]2[CH:23]=[CH:24][CH:25]=[CH:26][N:21]=2)[C@H:3]1[C:8]1[O:12][N:11]=[C:10]([C:13]2[CH:14]=[C:15]([CH:18]=[CH:19][CH:20]=2)[C:16]#[N:17])[N:9]=1, predict the reactants needed to synthesize it. The reactants are: [CH3:1][CH:2]1[CH2:7][CH2:6][CH2:5][NH:4][CH:3]1[C:8]1[O:12][N:11]=[C:10]([C:13]2[CH:14]=[C:15]([CH:18]=[CH:19][CH:20]=2)[C:16]#[N:17])[N:9]=1.[N:21]1[CH:26]=[CH:25][CH:24]=[CH:23][C:22]=1[CH:27]=O.C(O[BH-](OC(=O)C)OC(=O)C)(=O)C.[Na+].